This data is from Full USPTO retrosynthesis dataset with 1.9M reactions from patents (1976-2016). The task is: Predict the reactants needed to synthesize the given product. (1) Given the product [C:42]([O:45][CH2:46][C:47]1[C:48]([N:62]2[C:74](=[O:75])[C:73]3[S:72][C:71]4[CH2:70][CH2:69][CH2:68][CH2:67][C:66]=4[C:65]=3[CH2:64][CH2:63]2)=[CH:49][C:50]([F:39])=[CH:51][C:52]=1[C:77]1[CH:78]=[C:79]([NH:85][C:86]2[CH:91]=[CH:90][C:89]([N:92]3[CH2:97][CH2:96][N:95]([CH:98]([CH3:100])[CH3:99])[CH2:94][CH2:93]3)=[CH:88][N:87]=2)[C:80](=[O:84])[N:81]([CH3:83])[CH:82]=1)(=[O:44])[CH3:43], predict the reactants needed to synthesize it. The reactants are: C(OCC1C(N2CCN3C4CCCCC=4C=C3C2=O)=CC=CC=1C1C=C(NC2C=CC([F:39])=CN=2)C(=O)N(C)C=1)(=O)C.[C:42]([O:45][CH2:46][C:47]1[C:52](B2OC(C)(C)C(C)(C)O2)=[CH:51][CH:50]=[CH:49][C:48]=1[N:62]1[C:74](=[O:75])[C:73]2[S:72][C:71]3[CH2:70][CH2:69][CH2:68][CH2:67][C:66]=3[C:65]=2[CH2:64][CH2:63]1)(=[O:44])[CH3:43].Br[C:77]1[CH:78]=[C:79]([NH:85][C:86]2[CH:91]=[CH:90][C:89]([N:92]3[CH2:97][CH2:96][N:95]([CH:98]([CH3:100])[CH3:99])[CH2:94][CH2:93]3)=[CH:88][N:87]=2)[C:80](=[O:84])[N:81]([CH3:83])[CH:82]=1. (2) Given the product [Br:7][C:8]1[C:13]([CH3:14])=[CH:12][CH:11]=[CH:10][C:9]=1[N:15]1[CH2:16][C:17]([CH3:20])([CH3:18])[O:19][CH2:1][C:2]1=[O:4], predict the reactants needed to synthesize it. The reactants are: [CH3:1][C:2](C)([O-:4])C.[K+].[Br:7][C:8]1[C:13]([CH3:14])=[CH:12][CH:11]=[CH:10][C:9]=1[NH:15][CH2:16][C:17]([CH3:20])([OH:19])[CH3:18].ClCC(OCC)=O.O. (3) Given the product [Cl:24][C:17]1[N:16]=[C:15]2[C:20]([N:21]=[CH:22][N:14]2[C@@H:12]2[CH2:13][C@H:9]([NH:8][C:36](=[O:39])[CH2:37][CH3:38])[C@@H:10]([OH:26])[C@H:11]2[OH:25])=[C:19]([Cl:23])[N:18]=1, predict the reactants needed to synthesize it. The reactants are: FC(F)(F)C(O)=O.[NH2:8][CH:9]1[CH2:13][CH:12]([N:14]2[CH:22]=[N:21][C:20]3[C:15]2=[N:16][C:17]([Cl:24])=[N:18][C:19]=3[Cl:23])[CH:11]([OH:25])[CH:10]1[OH:26].CCN(C(C)C)C(C)C.[C:36](Cl)(=[O:39])[CH2:37][CH3:38].